Dataset: Forward reaction prediction with 1.9M reactions from USPTO patents (1976-2016). Task: Predict the product of the given reaction. Given the reactants [NH2:1][C:2]1[CH:7]=[CH:6][C:5]([OH:8])=[CH:4][CH:3]=1.[C:9]([OH:17])(=[O:16])[C:10]([CH2:12][C:13](O)=[O:14])=[CH2:11], predict the reaction product. The product is: [OH:8][C:5]1[CH:6]=[CH:7][C:2]([N:1]2[C:13](=[O:14])[CH2:12][CH:10]([C:9]([OH:17])=[O:16])[CH2:11]2)=[CH:3][CH:4]=1.